Regression. Given two drug SMILES strings and cell line genomic features, predict the synergy score measuring deviation from expected non-interaction effect. From a dataset of NCI-60 drug combinations with 297,098 pairs across 59 cell lines. (1) Drug 1: CC1=CC2C(CCC3(C2CCC3(C(=O)C)OC(=O)C)C)C4(C1=CC(=O)CC4)C. Cell line: CAKI-1. Synergy scores: CSS=0.921, Synergy_ZIP=-0.460, Synergy_Bliss=0.171, Synergy_Loewe=-3.63, Synergy_HSA=-3.63. Drug 2: N.N.Cl[Pt+2]Cl. (2) Drug 1: CCC1=CC2CC(C3=C(CN(C2)C1)C4=CC=CC=C4N3)(C5=C(C=C6C(=C5)C78CCN9C7C(C=CC9)(C(C(C8N6C)(C(=O)OC)O)OC(=O)C)CC)OC)C(=O)OC.C(C(C(=O)O)O)(C(=O)O)O. Drug 2: CC1=CC=C(C=C1)C2=CC(=NN2C3=CC=C(C=C3)S(=O)(=O)N)C(F)(F)F. Cell line: DU-145. Synergy scores: CSS=49.9, Synergy_ZIP=0.468, Synergy_Bliss=2.70, Synergy_Loewe=-13.8, Synergy_HSA=4.29.